From a dataset of Aqueous solubility values for 9,982 compounds from the AqSolDB database. Regression/Classification. Given a drug SMILES string, predict its absorption, distribution, metabolism, or excretion properties. Task type varies by dataset: regression for continuous measurements (e.g., permeability, clearance, half-life) or binary classification for categorical outcomes (e.g., BBB penetration, CYP inhibition). For this dataset (solubility_aqsoldb), we predict Y. (1) The drug is CCCCC(=O)OCn1c(=O)[nH]cc(F)c1=O. The Y is -1.66 log mol/L. (2) The compound is [I-].[K+]. The Y is 0.935 log mol/L.